From a dataset of Catalyst prediction with 721,799 reactions and 888 catalyst types from USPTO. Predict which catalyst facilitates the given reaction. (1) Reactant: [Br:1][C:2]1[CH:3]=[CH:4][C:5]([F:17])=[C:6]([C:8]2([CH2:15][F:16])[NH:13][C:12](=O)[CH2:11][O:10][CH2:9]2)[CH:7]=1.COC1C=CC(P2(SP(C3C=CC(OC)=CC=3)(=S)S2)=[S:27])=CC=1. Product: [Br:1][C:2]1[CH:3]=[CH:4][C:5]([F:17])=[C:6]([C:8]2([CH2:15][F:16])[NH:13][C:12](=[S:27])[CH2:11][O:10][CH2:9]2)[CH:7]=1. The catalyst class is: 1. (2) Reactant: [CH3:1][O:2][C:3]([C:5]1[CH2:6][N:7]([C:28]([O:30][C:31]([CH3:34])([CH3:33])[CH3:32])=[O:29])[CH2:8][CH2:9][C:10]=1[C:11]1[CH:16]=[CH:15][C:14]([O:17][CH2:18][CH2:19][O:20][Si:21]([C:24]([CH3:27])([CH3:26])[CH3:25])([CH3:23])[CH3:22])=[CH:13][CH:12]=1)=[O:4].Cl. Product: [CH3:1][O:2][C:3]([CH:5]1[CH:10]([C:11]2[CH:16]=[CH:15][C:14]([O:17][CH2:18][CH2:19][O:20][Si:21]([C:24]([CH3:27])([CH3:25])[CH3:26])([CH3:23])[CH3:22])=[CH:13][CH:12]=2)[CH2:9][CH2:8][N:7]([C:28]([O:30][C:31]([CH3:34])([CH3:33])[CH3:32])=[O:29])[CH2:6]1)=[O:4]. The catalyst class is: 5.